This data is from Catalyst prediction with 721,799 reactions and 888 catalyst types from USPTO. The task is: Predict which catalyst facilitates the given reaction. (1) Reactant: [Cl:1][C:2]1[CH:3]=[C:4]([C:7]([N:9]=[CH:10][N:11](C)C)=O)[S:5][CH:6]=1.[F:14][C:15]([F:20])([F:19])[CH2:16][NH:17]N. Product: [Cl:1][C:2]1[CH:3]=[C:4]([C:7]2[N:17]([CH2:16][C:15]([F:20])([F:19])[F:14])[N:11]=[CH:10][N:9]=2)[S:5][CH:6]=1. The catalyst class is: 52. (2) Reactant: Cl[C:2]1[C:7]([C:8](=[O:10])[CH3:9])=[C:6]([NH:11][C:12]2[CH:13]=[N:14][C:15]([S:18]([CH3:21])(=[O:20])=[O:19])=[CH:16][CH:17]=2)[N:5]=[CH:4][N:3]=1.Cl.[CH:23]([C:26]1[N:30]=[C:29]([CH:31]2[CH2:36][CH2:35][NH:34][CH2:33][CH2:32]2)[O:28][N:27]=1)([CH3:25])[CH3:24].C(=O)([O-])[O-].[K+].[K+].O. Product: [CH:23]([C:26]1[N:30]=[C:29]([CH:31]2[CH2:36][CH2:35][N:34]([C:2]3[C:7]([C:8](=[O:10])[CH3:9])=[C:6]([NH:11][C:12]4[CH:13]=[N:14][C:15]([S:18]([CH3:21])(=[O:20])=[O:19])=[CH:16][CH:17]=4)[N:5]=[CH:4][N:3]=3)[CH2:33][CH2:32]2)[O:28][N:27]=1)([CH3:25])[CH3:24]. The catalyst class is: 9. (3) Reactant: Br[C:2]1[C:7]([N+:8]([O-:10])=[O:9])=[CH:6][C:5]([Br:11])=[CH:4][N:3]=1.[F:12][C:13]1[C:14](B(O)O)=[CH:15][C:16]([O:19][CH3:20])=[N:17][CH:18]=1.C(=O)([O-])[O-].[Na+].[Na+].O. Product: [Br:11][C:5]1[CH:6]=[C:7]([N+:8]([O-:10])=[O:9])[C:2]([C:14]2[C:13]([F:12])=[CH:18][N:17]=[C:16]([O:19][CH3:20])[CH:15]=2)=[N:3][CH:4]=1. The catalyst class is: 184. (4) Reactant: [CH3:1][O:2][C:3]1[CH:4]=[C:5]([C:13]2[O:21][C:20]3[C:15](=[N:16][CH:17]=[CH:18][C:19]=3[C:22]3[CH:23]=[C:24]([OH:28])[CH:25]=[CH:26][CH:27]=3)[CH:14]=2)[CH:6]=[C:7]([O:11][CH3:12])[C:8]=1[O:9][CH3:10].C([O-])([O-])=O.[K+].[K+].[C:35]([NH:42][CH2:43][CH2:44]Br)([O:37][C:38]([CH3:41])([CH3:40])[CH3:39])=[O:36].O. Product: [C:38]([O:37][C:35](=[O:36])[NH:42][CH2:43][CH2:44][O:28][C:24]1[CH:25]=[CH:26][CH:27]=[C:22]([C:19]2[CH:18]=[CH:17][N:16]=[C:15]3[CH:14]=[C:13]([C:5]4[CH:4]=[C:3]([O:2][CH3:1])[C:8]([O:9][CH3:10])=[C:7]([O:11][CH3:12])[CH:6]=4)[O:21][C:20]=23)[CH:23]=1)([CH3:41])([CH3:40])[CH3:39]. The catalyst class is: 10. (5) Reactant: Cl[C:2]1[C:3]2[N:4]([C:19]([CH3:22])=[N:20][N:21]=2)[C:5]2[CH:10]=[C:9]([CH3:11])[N:8]([CH2:12][C:13]3[CH:18]=[CH:17][CH:16]=[CH:15][N:14]=3)[C:6]=2[CH:7]=1.[CH3:23][N:24]1[CH2:29][CH2:28][CH:27]([NH2:30])[CH2:26][CH2:25]1.CC(C)([O-])C.[Na+].CC1(C)C2C=CC=C(P(C3C=CC=CC=3)C3C=CC=CC=3)C=2OC2C1=CC=CC=2P(C1C=CC=CC=1)C1C=CC=CC=1. Product: [CH3:22][C:19]1[N:4]2[C:5]3[CH:10]=[C:9]([CH3:11])[N:8]([CH2:12][C:13]4[CH:18]=[CH:17][CH:16]=[CH:15][N:14]=4)[C:6]=3[CH:7]=[C:2]([NH:30][CH:27]3[CH2:28][CH2:29][N:24]([CH3:23])[CH2:25][CH2:26]3)[C:3]2=[N:21][N:20]=1. The catalyst class is: 101. (6) Reactant: Cl[C:2]1[N:7]=[C:6]([CH2:8][C:9]2[C:14]([Cl:15])=[CH:13][CH:12]=[CH:11][C:10]=2[Cl:16])[N:5]=[C:4]([NH:17][C:18]2[CH:25]=[CH:24][C:21]([C:22]#[N:23])=[CH:20][CH:19]=2)[N:3]=1.[NH2:26][CH2:27][C:28]([NH2:30])=[O:29].C(N(CC)C(C)C)(C)C. Product: [C:22]([C:21]1[CH:20]=[CH:19][C:18]([NH:17][C:4]2[N:5]=[C:6]([CH2:8][C:9]3[C:14]([Cl:15])=[CH:13][CH:12]=[CH:11][C:10]=3[Cl:16])[N:7]=[C:2]([NH:26][CH2:27][C:28]([NH2:30])=[O:29])[N:3]=2)=[CH:25][CH:24]=1)#[N:23]. The catalyst class is: 12. (7) Reactant: Br[C:2]1[CH:3]=[C:4]([C:12]2[S:13][C:14]([CH3:25])=[C:15]([CH2:17][O:18][CH:19]3[CH2:24][CH2:23][CH2:22][CH2:21][O:20]3)[N:16]=2)[CH:5]=[C:6]([C:8]([F:11])([F:10])[F:9])[CH:7]=1.C([Li])CCC.CN(C)[CH:33]=[O:34].O. Product: [CH3:25][C:14]1[S:13][C:12]([C:4]2[CH:3]=[C:2]([CH:7]=[C:6]([C:8]([F:11])([F:10])[F:9])[CH:5]=2)[CH:33]=[O:34])=[N:16][C:15]=1[CH2:17][O:18][CH:19]1[CH2:24][CH2:23][CH2:22][CH2:21][O:20]1. The catalyst class is: 7. (8) Reactant: I.[S:2]1[CH:6]=[CH:5][CH:4]=[C:3]1[C:7](SC)=[NH:8].[CH2:11]([N:13]([CH2:27][CH3:28])[CH2:14][CH2:15][N:16]1[CH2:21][CH2:20][S:19][C:18]2[CH:22]=[C:23]([NH2:26])[CH:24]=[CH:25][C:17]1=2)[CH3:12]. Product: [CH2:27]([N:13]([CH2:11][CH3:12])[CH2:14][CH2:15][N:16]1[CH2:21][CH2:20][S:19][C:18]2[CH:22]=[C:23]([NH:26][C:7]([C:3]3[S:2][CH:6]=[CH:5][CH:4]=3)=[NH:8])[CH:24]=[CH:25][C:17]1=2)[CH3:28]. The catalyst class is: 14. (9) Reactant: [Cl:1][C:2]1[CH:7]=[CH:6][C:5]([CH:8](P(=O)(OCC)OCC)[F:9])=[CH:4][CH:3]=1.[P].[S].O=[C:21]1[CH2:26][CH2:25][N:24]([C:27]([O:29][C:30]([CH3:33])([CH3:32])[CH3:31])=[O:28])[CH2:23][CH2:22]1.[H-].[Na+]. Product: [Cl:1][C:2]1[CH:3]=[CH:4][C:5]([C:8]([F:9])=[C:21]2[CH2:26][CH2:25][N:24]([C:27]([O:29][C:30]([CH3:33])([CH3:32])[CH3:31])=[O:28])[CH2:23][CH2:22]2)=[CH:6][CH:7]=1. The catalyst class is: 1. (10) Reactant: [C:1]([C:3]1[S:4][C:5]([B:8]([OH:10])[OH:9])=[CH:6][CH:7]=1)#[N:2].[OH-:11].[K+].Cl. Product: [NH2:2][C:1]([C:3]1[S:4][C:5]([B:8]([OH:10])[OH:9])=[CH:6][CH:7]=1)=[O:11]. The catalyst class is: 5.